Dataset: Full USPTO retrosynthesis dataset with 1.9M reactions from patents (1976-2016). Task: Predict the reactants needed to synthesize the given product. (1) The reactants are: [CH2:1]([O:8][C:9]1[C:14](=[O:15])[NH:13][C:12]([CH:16]([O:21][CH2:22][CH2:23]O)[CH2:17][CH2:18][S:19][CH3:20])=[N:11][C:10]=1[C:25]([O:27][CH2:28][CH3:29])=[O:26])[C:2]1[CH:7]=[CH:6][CH:5]=[CH:4][CH:3]=1.CCN(CC)CC.CS(Cl)(=O)=O. Given the product [CH2:1]([O:8][C:9]1[C:14](=[O:15])[N:13]2[C:12]([CH:16]([CH2:17][CH2:18][S:19][CH3:20])[O:21][CH2:22][CH2:23]2)=[N:11][C:10]=1[C:25]([O:27][CH2:28][CH3:29])=[O:26])[C:2]1[CH:7]=[CH:6][CH:5]=[CH:4][CH:3]=1, predict the reactants needed to synthesize it. (2) Given the product [CH3:1][O:2][C:3]1[N:8]=[CH:7][C:6]([NH:9][C:10]2[C:15]([C:16]3[N:21]=[C:20]([CH3:22])[N:19]=[C:18]([NH2:34])[N:17]=3)=[CH:14][C:13]([CH2:25][N:26]3[CH2:31][CH2:30][O:29][CH2:28][CH2:27]3)=[CH:12][N:11]=2)=[CH:5][CH:4]=1, predict the reactants needed to synthesize it. The reactants are: [CH3:1][O:2][C:3]1[N:8]=[CH:7][C:6]([NH:9][C:10]2[C:15]([C:16]3[N:21]=[C:20]([CH3:22])[N:19]=[C:18](SC)[N:17]=3)=[CH:14][C:13]([CH2:25][N:26]3[CH2:31][CH2:30][O:29][CH2:28][CH2:27]3)=[CH:12][N:11]=2)=[CH:5][CH:4]=1.CO.[NH3:34].CC(O)C. (3) Given the product [CH2:1]([N:4]1[C:9](=[O:10])[C:8]2[C:11]([NH:18][C:19]3[CH:24]=[CH:23][C:22]([I:25])=[CH:21][C:20]=3[F:26])=[C:12]([Cl:17])[C:13](=[O:16])[N:14]([CH3:15])[C:7]=2[C:6]([C:27]2[CH:32]=[CH:31][CH:30]=[C:29]([NH2:33])[CH:28]=2)=[N:5]1)[CH:2]=[CH2:3], predict the reactants needed to synthesize it. The reactants are: [CH2:1]([N:4]1[C:9](=[O:10])[C:8]2[C:11]([NH:18][C:19]3[CH:24]=[CH:23][C:22]([I:25])=[CH:21][C:20]=3[F:26])=[C:12]([Cl:17])[C:13](=[O:16])[N:14]([CH3:15])[C:7]=2[C:6]([C:27]2[CH:32]=[CH:31][CH:30]=[C:29]([N+:33]([O-])=O)[CH:28]=2)=[N:5]1)[CH:2]=[CH2:3].Cl[Sn]Cl. (4) Given the product [ClH:1].[Cl:1][C:2]1[CH:7]=[CH:6][C:5]([C@@H:8]([C:16]2[CH:17]=[N:18][N:19]([CH3:21])[CH:20]=2)[NH2:9])=[CH:4][C:3]=1[F:22], predict the reactants needed to synthesize it. The reactants are: [Cl:1][C:2]1[CH:7]=[CH:6][C:5]([C@@H:8]([C:16]2[CH:17]=[N:18][N:19]([CH3:21])[CH:20]=2)[NH:9][S@@](C(C)(C)C)=O)=[CH:4][C:3]=1[F:22].Cl.CO.